Dataset: Forward reaction prediction with 1.9M reactions from USPTO patents (1976-2016). Task: Predict the product of the given reaction. (1) Given the reactants [CH2:1]1[S:5][C@H:4]([CH2:6][OH:7])[O:3][C@@H:2]1[N:8]1[C:13](=[O:14])[N:12]=[C:11]([NH2:15])[CH:10]=[CH:9]1.N1C=CC=CC=1.[C:22](Cl)(=[O:29])[O:23][CH2:24][C:25]([Cl:28])([Cl:27])[Cl:26], predict the reaction product. The product is: [OH:7][CH2:6][C@H:4]1[S:5][CH2:1][C@@H:2]([N:8]2[CH:9]=[CH:10][C:11]([NH:15][C:22](=[O:29])[O:23][CH2:24][C:25]([Cl:28])([Cl:27])[Cl:26])=[N:12][C:13]2=[O:14])[O:3]1. (2) The product is: [C:29]([OH:36])(=[O:35])/[CH:30]=[CH:31]\[C:32]([OH:34])=[O:33].[CH3:17][C:18]([C:20]1[O:24][C:23]2[CH:25]=[CH:26][CH:27]=[C:28]([O:33][CH2:32][C@@H:41]([OH:40])[CH2:42][N:14]3[CH2:15][CH2:16][CH:11]([C:2]4[CH:3]=[CH:4][C:5]5[C:10](=[CH:9][CH:8]=[CH:7][CH:6]=5)[CH:1]=4)[CH2:12][CH2:13]3)[C:22]=2[CH:21]=1)=[O:19]. Given the reactants [CH:1]1[C:10]2[C:5](=[CH:6][CH:7]=[CH:8][CH:9]=2)[CH:4]=[CH:3][C:2]=1[CH:11]1[CH2:16][CH2:15][NH:14][CH2:13][CH2:12]1.[CH3:17][C:18]([C:20]1[O:24][C:23]2[CH:25]=[CH:26][CH:27]=[CH:28][C:22]=2[CH:21]=1)=[O:19].[C:29]([OH:36])(=[O:35])/[CH:30]=[CH:31]\[C:32]([OH:34])=[O:33].C([O:40][CH2:41][CH3:42])(=O)C, predict the reaction product. (3) Given the reactants C([O:3][C:4](=[O:34])[CH2:5][NH:6][C:7]([C:9]1[C:14](=[O:15])[N:13]([CH2:16][C:17]2[CH:22]=[CH:21][C:20]([C:23]([F:26])([F:25])[F:24])=[CH:19][C:18]=2[F:27])[C:12]([OH:28])=[C:11]([C:29]([O:31]C)=O)[C:10]=1[OH:33])=[O:8])C.[F:35][C:36]1[CH:41]=[C:40]([C:42]([F:45])([F:44])[F:43])[CH:39]=[CH:38][C:37]=1[CH2:46][N:47]1C(=O)C=C(O)C(C(OC)=O)=C1O.C(N(CC)C(C)C)(C)C.N(CC(OCC)=O)=C=O, predict the reaction product. The product is: [F:27][C:18]1[CH:19]=[C:20]([C:23]([F:25])([F:26])[F:24])[CH:21]=[CH:22][C:17]=1[CH2:16][N:13]1[C:12]([OH:28])=[C:11]([C:29]([NH:47][CH2:46][C:37]2[CH:38]=[CH:39][C:40]([C:42]([F:43])([F:44])[F:45])=[CH:41][C:36]=2[F:35])=[O:31])[C:10]([OH:33])=[C:9]([C:7]([NH:6][CH2:5][C:4]([OH:3])=[O:34])=[O:8])[C:14]1=[O:15]. (4) Given the reactants [CH2:1]([NH:3][C:4]1[CH:13]=[CH:12][C:11]2[C:10]([CH3:15])([CH3:14])[CH2:9][CH:8]=[C:7]([CH2:16][CH3:17])[C:6]=2[CH:5]=1)[CH3:2].F[C:19]1[CH:27]=[CH:26][C:22]([C:23]([OH:25])=[O:24])=[CH:21][N:20]=1.CCOCC, predict the reaction product. The product is: [CH2:1]([N:3]([C:4]1[CH:13]=[CH:12][C:11]2[C:10]([CH3:15])([CH3:14])[CH2:9][CH:8]=[C:7]([CH2:16][CH3:17])[C:6]=2[CH:5]=1)[C:19]1[CH:27]=[CH:26][C:22]([C:23]([OH:25])=[O:24])=[CH:21][N:20]=1)[CH3:2]. (5) Given the reactants [OH-].[K+].Cl[C:4]1[CH:12]=[CH:11][C:7]([C:8]([OH:10])=[O:9])=[CH:6][N:5]=1.[F:13][CH:14]([F:17])[CH2:15][OH:16].Cl, predict the reaction product. The product is: [F:13][CH:14]([F:17])[CH2:15][O:16][C:4]1[N:5]=[CH:6][C:7]([C:8]([OH:10])=[O:9])=[CH:11][CH:12]=1. (6) The product is: [CH3:19][N:2]([CH3:1])[S:3]([CH2:6][C@H:7]([CH3:18])[C:8]([OH:10])=[O:9])(=[O:4])=[O:5]. Given the reactants [CH3:1][N:2]([CH3:19])[S:3]([CH2:6][C@H:7]([CH3:18])[C:8]([O:10]CC1C=CC=CC=1)=[O:9])(=[O:5])=[O:4], predict the reaction product. (7) The product is: [F:12][C:10]1[CH:11]=[C:6]([CH:5]2[CH2:4][CH2:3][CH2:2][NH:1]2)[C:7]([O:13][CH3:14])=[N:8][CH:9]=1. Given the reactants [N:1]1[CH2:2][CH2:3][CH2:4][C:5]=1[C:6]1[C:7]([O:13][CH3:14])=[N:8][CH:9]=[C:10]([F:12])[CH:11]=1.[BH4-].[Na+], predict the reaction product. (8) Given the reactants [NH:1]1[CH2:6][CH2:5][CH:4]([NH:7][C:8]2[S:12][C:11]([C:13]#[N:14])=[N:10][N:9]=2)[CH2:3][CH2:2]1.[F:15][C:16]([F:26])([F:25])[C:17]1[CH:18]=[C:19]([CH:22]=[CH:23][CH:24]=1)[CH:20]=O.C(O[BH-](OC(=O)C)OC(=O)C)(=O)C.[Na+], predict the reaction product. The product is: [F:15][C:16]([F:25])([F:26])[C:17]1[CH:18]=[C:19]([CH:22]=[CH:23][CH:24]=1)[CH2:20][N:1]1[CH2:2][CH2:3][CH:4]([NH:7][C:8]2[S:12][C:11]([C:13]#[N:14])=[N:10][N:9]=2)[CH2:5][CH2:6]1.